This data is from Full USPTO retrosynthesis dataset with 1.9M reactions from patents (1976-2016). The task is: Predict the reactants needed to synthesize the given product. (1) The reactants are: Cl[C:2]1[N:7]=[C:6]([F:8])[C:5]([C:9]2[CH:21]=[CH:20][C:12]3[N:13]([CH2:16][CH:17]4[CH2:19][CH2:18]4)[N:14]=[N:15][C:11]=3[C:10]=2[C:22]([F:25])([F:24])[F:23])=[CH:4][CH:3]=1.[B-](F)(F)(F)[CH:27]=[CH2:28].[K+].C(=O)([O-])[O-].[Cs+].[Cs+]. Given the product [CH:17]1([CH2:16][N:13]2[C:12]3[CH:20]=[CH:21][C:9]([C:5]4[C:6]([F:8])=[N:7][C:2]([CH:27]=[CH2:28])=[CH:3][CH:4]=4)=[C:10]([C:22]([F:25])([F:24])[F:23])[C:11]=3[N:15]=[N:14]2)[CH2:19][CH2:18]1, predict the reactants needed to synthesize it. (2) Given the product [OH:27][CH:26]=[C:10]1[C:9]2[C:4](=[CH:5][C:6]([CH2:11][C:12]3[CH:13]=[C:14]([NH:18][C:19]([C:21]4[S:22][CH:23]=[CH:24][CH:25]=4)=[O:20])[CH:15]=[CH:16][CH:17]=3)=[CH:7][CH:8]=2)[NH:3][C:2]1=[O:1], predict the reactants needed to synthesize it. The reactants are: [O:1]=[C:2]1[CH2:10][C:9]2[C:4](=[CH:5][C:6]([CH2:11][C:12]3[CH:13]=[C:14]([NH:18][C:19]([C:21]4[S:22][CH:23]=[CH:24][CH:25]=4)=[O:20])[CH:15]=[CH:16][CH:17]=3)=[CH:7][CH:8]=2)[NH:3]1.[CH:26](OCC)=[O:27].[O-]CC.[Na+].Cl. (3) Given the product [CH3:38][C@H:19]1[C:20]([S:59][C@@H:57]2[CH2:58][NH:54][C@H:55]([C:68]([N:70]([CH3:74])[CH3:71])=[O:79])[CH2:56]2)=[C:14]([C:12]([OH:11])=[O:13])[N:15]2[C@H:18]1[C@@H:17]([C@H:39]([OH:41])[CH3:40])[C:16]2=[O:42].[OH2:2].[OH2:44].[OH2:2], predict the reactants needed to synthesize it. The reactants are: [N+](C1C=CC(C[O:11][C:12]([C:14]2[N:15]3[CH:18]([CH:19]([CH3:38])[C:20]=2OP(OC2C=CC=CC=2)(OC2C=CC=CC=2)=O)[CH:17]([C@H:39]([OH:41])[CH3:40])[C:16]3=[O:42])=[O:13])=CC=1)([O-])=[O:2].[N+](C1C=CC(COC([N:54]2[CH2:58][C@@H:57]([SH:59])[CH2:56][C@H:55]2NC(N(C)C)=O)=O)=CC=1)([O-])=[O:44].[CH2:68]([N:70]([CH:74](C)C)[CH:71](C)C)C.C(OCC)(=[O:79])C.